The task is: Regression. Given two drug SMILES strings and cell line genomic features, predict the synergy score measuring deviation from expected non-interaction effect.. This data is from NCI-60 drug combinations with 297,098 pairs across 59 cell lines. Drug 1: C1=NC2=C(N=C(N=C2N1C3C(C(C(O3)CO)O)O)F)N. Drug 2: CC1CCC2CC(C(=CC=CC=CC(CC(C(=O)C(C(C(=CC(C(=O)CC(OC(=O)C3CCCCN3C(=O)C(=O)C1(O2)O)C(C)CC4CCC(C(C4)OC)O)C)C)O)OC)C)C)C)OC. Cell line: MDA-MB-231. Synergy scores: CSS=-0.600, Synergy_ZIP=-0.916, Synergy_Bliss=0.750, Synergy_Loewe=-5.94, Synergy_HSA=-6.34.